From a dataset of Catalyst prediction with 721,799 reactions and 888 catalyst types from USPTO. Predict which catalyst facilitates the given reaction. (1) Reactant: [N+:1]([C:4]1[CH:12]=[CH:11][CH:10]=[C:9]2[C:5]=1[CH:6]=[N:7][NH:8]2)([O-:3])=[O:2].C(=O)([O-])[O-].[K+].[K+].Cl.Cl[CH2:21][CH2:22][N:23]1[CH2:27][CH2:26][CH2:25][CH2:24]1. Product: [N+:1]([C:4]1[CH:12]=[CH:11][CH:10]=[C:9]2[C:5]=1[CH:6]=[N:7][N:8]2[CH2:21][CH2:22][N:23]1[CH2:27][CH2:26][CH2:25][CH2:24]1)([O-:3])=[O:2]. The catalyst class is: 3. (2) Reactant: [C:1]([NH:8][C@H:9]([C:11]([OH:13])=O)[CH3:10])([O:3][C:4]([CH3:7])([CH3:6])[CH3:5])=[O:2].C(OC(OC(OC(C)(C)C)=O)=O)(C)(C)C.C(=O)(O)[O-].[NH4+].[N:34]1C=CC=CC=1. Product: [C:4]([O:3][C:1](=[O:2])[NH:8][CH:9]([C:11](=[O:13])[NH2:34])[CH3:10])([CH3:7])([CH3:6])[CH3:5]. The catalyst class is: 47.